Predict the reactants needed to synthesize the given product. From a dataset of Full USPTO retrosynthesis dataset with 1.9M reactions from patents (1976-2016). (1) The reactants are: [N:1]1[CH:6]=[CH:5][CH:4]=[C:3]2[C:7](=[O:11])O[C:9](=[O:10])[C:2]=12.[NH2:12][CH2:13][CH2:14][CH2:15][OH:16]. Given the product [OH:16][CH2:15][CH2:14][CH2:13][N:12]1[C:7](=[O:11])[C:3]2[C:2](=[N:1][CH:6]=[CH:5][CH:4]=2)[C:9]1=[O:10], predict the reactants needed to synthesize it. (2) Given the product [F:16][C:17]1[CH:22]=[CH:21][CH:20]=[CH:19][C:18]=1[C:2]1[CH:7]=[CH:6][N:5]=[C:4]([C:8]#[N:9])[CH:3]=1, predict the reactants needed to synthesize it. The reactants are: Cl[C:2]1[CH:7]=[CH:6][N:5]=[C:4]([C:8]#[N:9])[CH:3]=1.C(=O)([O-])[O-].[K+].[K+].[F:16][C:17]1[CH:22]=[CH:21][CH:20]=[CH:19][C:18]=1B(O)O.[Cl-].[NH4+]. (3) Given the product [NH2:16][CH2:11][C:3]1[CH:2]=[N:1][C:10]2[C:5]([CH:4]=1)=[CH:6][CH:7]=[CH:8][CH:9]=2, predict the reactants needed to synthesize it. The reactants are: [N:1]1[C:10]2[C:5](=[CH:6][CH:7]=[CH:8][CH:9]=2)[CH:4]=[C:3]([CH:11]=O)[CH:2]=1.Cl.O([NH2:16])C.O. (4) Given the product [Cl:11][C:12]1[CH:13]=[C:14]([CH:46]=[CH:47][C:48]=1[Cl:49])[O:15][CH:16]1[CH2:17][CH2:18][N:19]([CH2:22][CH:23]2[CH2:28][CH2:27][N:26]([C@@H:29]([CH2:50][C:51]3[CH:58]=[CH:57][CH:56]=[CH:55][C:52]=3[CH3:53])[C:30]([OH:59])=[O:31])[CH2:25][CH2:24]2)[CH2:20][CH2:21]1, predict the reactants needed to synthesize it. The reactants are: C[Si](C)(C)[N-][Si](C)(C)C.[Li+].[Cl:11][C:12]1[CH:13]=[C:14]([CH:46]=[CH:47][C:48]=1[Cl:49])[O:15][CH:16]1[CH2:21][CH2:20][N:19]([CH2:22][CH:23]2[CH2:28][CH2:27][N:26]([CH2:29][C:30](N3[C@H](C4C=CC=CC=4)[C@H](C)N(C)C3=O)=[O:31])[CH2:25][CH2:24]2)[CH2:18][CH2:17]1.[CH3:50][C:51]1[CH:58]=[CH:57][CH:56]=[CH:55][C:52]=1[CH2:53]Br.[OH2:59].